Dataset: Reaction yield outcomes from USPTO patents with 853,638 reactions. Task: Predict the reaction yield, written as a fraction of the theoretical maximum amount of product (1.0 means a 100% yield; for example, 0.34 means a 34% yield). (1) The reactants are [C:1](=O)([O-])O.[Na+].CI.[CH2:8]([O:10][C:11]1[CH:12]=[C:13]([C:20]2[S:21][CH:22]=[C:23]([CH2:25][CH2:26][C:27]([C:29]3[CH:37]=[CH:36][CH:35]=[CH:34][C:30]=3[C:31]([OH:33])=[O:32])=[O:28])[N:24]=2)[CH:14]=[CH:15][C:16]=1[O:17][CH2:18][CH3:19])[CH3:9].O. The catalyst is CN(C=O)C.C(OCC)(=O)C. The product is [CH2:8]([O:10][C:11]1[CH:12]=[C:13]([C:20]2[S:21][CH:22]=[C:23]([CH2:25][CH2:26][C:27]([C:29]3[CH:37]=[CH:36][CH:35]=[CH:34][C:30]=3[C:31]([O:33][CH3:1])=[O:32])=[O:28])[N:24]=2)[CH:14]=[CH:15][C:16]=1[O:17][CH2:18][CH3:19])[CH3:9]. The yield is 0.920. (2) The reactants are [Cl:1][C:2]1[C:7]([C:8](O)([CH3:10])[CH3:9])=[CH:6][C:5]([NH:12][C:13](=[O:15])[CH3:14])=[C:4]([O:16][CH3:17])[CH:3]=1.O=S(Cl)Cl. The catalyst is C(Cl)Cl. The product is [Cl:1][C:2]1[C:7]([C:8]([CH3:10])=[CH2:9])=[CH:6][C:5]([NH:12][C:13](=[O:15])[CH3:14])=[C:4]([O:16][CH3:17])[CH:3]=1. The yield is 0.640. (3) The reactants are [O:1]1[CH:5]=[CH:4][CH:3]=[C:2]1[CH2:6][N:7]1[C:11]2=[N:12][CH:13]=[CH:14][CH:15]=[C:10]2[C:9]([CH:16]2[CH2:21][CH2:20][NH:19][CH2:18][CH2:17]2)=[CH:8]1.C([O:24][C:25](=[O:36])[C:26]1[CH:31]=[C:30]([CH2:32]Br)[CH:29]=[CH:28][C:27]=1[O:34][CH3:35])C. No catalyst specified. The product is [O:1]1[CH:5]=[CH:4][CH:3]=[C:2]1[CH2:6][N:7]1[C:11]2=[N:12][CH:13]=[CH:14][CH:15]=[C:10]2[C:9]([CH:16]2[CH2:21][CH2:20][N:19]([CH2:32][C:30]3[CH:29]=[CH:28][C:27]([O:34][CH3:35])=[C:26]([CH:31]=3)[C:25]([OH:36])=[O:24])[CH2:18][CH2:17]2)=[CH:8]1. The yield is 0.760. (4) The product is [C:16]([O:15][C:13](=[O:14])[NH:1][CH2:2][CH:3]([OH:4])[CH:5]([OH:6])[CH:7]([OH:8])[CH:9]([OH:10])[CH2:11][OH:12])([CH3:19])([CH3:18])[CH3:17]. The reactants are [NH2:1][CH2:2][C@@H:3]([C@H:5]([C@@H:7]([C@@H:9]([CH2:11][OH:12])[OH:10])[OH:8])[OH:6])[OH:4].[C:13](O[C:13]([O:15][C:16]([CH3:19])([CH3:18])[CH3:17])=[O:14])([O:15][C:16]([CH3:19])([CH3:18])[CH3:17])=[O:14]. The yield is 0.990. The catalyst is CN(C=O)C.